From a dataset of Full USPTO retrosynthesis dataset with 1.9M reactions from patents (1976-2016). Predict the reactants needed to synthesize the given product. Given the product [Br:1][C:2]1[CH:3]=[CH:4][C:5]([C:8]2[O:12][N:11]=[C:10]([CH3:13])[C:9]=2[CH:14]([OH:15])[CH2:16][C:17]([CH3:21])([C:22]2[CH:27]=[CH:26][CH:25]=[CH:24][CH:23]=2)[CH3:18])=[CH:6][CH:7]=1, predict the reactants needed to synthesize it. The reactants are: [Br:1][C:2]1[CH:7]=[CH:6][C:5]([C:8]2[O:12][N:11]=[C:10]([CH3:13])[C:9]=2[CH:14]=[O:15])=[CH:4][CH:3]=1.[CH3:16][C:17]([C:22]1[CH:27]=[CH:26][CH:25]=[CH:24][CH:23]=1)([CH3:21])[CH2:18][Mg]Cl.